From a dataset of Full USPTO retrosynthesis dataset with 1.9M reactions from patents (1976-2016). Predict the reactants needed to synthesize the given product. Given the product [NH2:1][CH:4]([CH:7]([OH:12])[CH2:8][CH2:9][CH2:10][CH3:11])[CH2:5][CH3:6], predict the reactants needed to synthesize it. The reactants are: [N+:1]([CH:4]([CH:7]([OH:12])[CH2:8][CH2:9][CH2:10][CH3:11])[CH2:5][CH3:6])([O-])=O.O1CCNC1.